Task: Regression. Given two drug SMILES strings and cell line genomic features, predict the synergy score measuring deviation from expected non-interaction effect.. Dataset: NCI-60 drug combinations with 297,098 pairs across 59 cell lines (1) Drug 2: CC12CCC3C(C1CCC2OP(=O)(O)O)CCC4=C3C=CC(=C4)OC(=O)N(CCCl)CCCl.[Na+]. Synergy scores: CSS=-6.70, Synergy_ZIP=5.56, Synergy_Bliss=4.24, Synergy_Loewe=-3.13, Synergy_HSA=-5.70. Cell line: MCF7. Drug 1: CC(C)CN1C=NC2=C1C3=CC=CC=C3N=C2N. (2) Drug 1: CN(C(=O)NC(C=O)C(C(C(CO)O)O)O)N=O. Drug 2: CC1=C(C(=O)C2=C(C1=O)N3CC4C(C3(C2COC(=O)N)OC)N4)N. Cell line: A498. Synergy scores: CSS=15.5, Synergy_ZIP=-7.07, Synergy_Bliss=0.0180, Synergy_Loewe=-23.3, Synergy_HSA=0.583. (3) Drug 1: C1CN(CCN1C(=O)CCBr)C(=O)CCBr. Drug 2: CS(=O)(=O)OCCCCOS(=O)(=O)C. Cell line: ACHN. Synergy scores: CSS=22.2, Synergy_ZIP=-4.15, Synergy_Bliss=-0.385, Synergy_Loewe=-12.2, Synergy_HSA=-1.66.